Dataset: NCI-60 drug combinations with 297,098 pairs across 59 cell lines. Task: Regression. Given two drug SMILES strings and cell line genomic features, predict the synergy score measuring deviation from expected non-interaction effect. (1) Drug 1: CC(CN1CC(=O)NC(=O)C1)N2CC(=O)NC(=O)C2. Drug 2: C1=NC2=C(N1)C(=S)N=CN2. Cell line: NCI/ADR-RES. Synergy scores: CSS=1.59, Synergy_ZIP=-12.1, Synergy_Bliss=-23.7, Synergy_Loewe=-41.1, Synergy_HSA=-23.3. (2) Drug 1: C1=CN(C(=O)N=C1N)C2C(C(C(O2)CO)O)O.Cl. Drug 2: CS(=O)(=O)CCNCC1=CC=C(O1)C2=CC3=C(C=C2)N=CN=C3NC4=CC(=C(C=C4)OCC5=CC(=CC=C5)F)Cl. Cell line: UACC-257. Synergy scores: CSS=12.0, Synergy_ZIP=-1.59, Synergy_Bliss=2.13, Synergy_Loewe=-3.10, Synergy_HSA=-2.05. (3) Synergy scores: CSS=27.8, Synergy_ZIP=-1.81, Synergy_Bliss=-3.62, Synergy_Loewe=-20.3, Synergy_HSA=-2.07. Drug 1: CN1C2=C(C=C(C=C2)N(CCCl)CCCl)N=C1CCCC(=O)O.Cl. Drug 2: C1CCC(C(C1)N)N.C(=O)(C(=O)[O-])[O-].[Pt+4]. Cell line: K-562. (4) Drug 1: C1CC2CC3=C(CC1C24CN(S(=O)(=O)N4)CC(F)(F)F)C=CC(=C3)C=CCN5CCC(CC5)C(F)(F)F. Drug 2: CC(C)(C#N)C1=CC=C(C=C1)N2C3=C4C=C(C=CC4=NC=C3N(C2=O)C)C5=CC6=CC=CC=C6N=C5. Cell line: T-47D. Synergy scores: CSS=59.0, Synergy_ZIP=9.85, Synergy_Bliss=10.0, Synergy_Loewe=11.1, Synergy_HSA=14.4. (5) Drug 1: CC1=CC=C(C=C1)C2=CC(=NN2C3=CC=C(C=C3)S(=O)(=O)N)C(F)(F)F. Drug 2: B(C(CC(C)C)NC(=O)C(CC1=CC=CC=C1)NC(=O)C2=NC=CN=C2)(O)O. Cell line: OVCAR-4. Synergy scores: CSS=49.2, Synergy_ZIP=-1.47, Synergy_Bliss=-4.35, Synergy_Loewe=-33.5, Synergy_HSA=-3.92. (6) Cell line: DU-145. Synergy scores: CSS=5.92, Synergy_ZIP=-2.41, Synergy_Bliss=0.900, Synergy_Loewe=-0.311, Synergy_HSA=0.0722. Drug 2: N.N.Cl[Pt+2]Cl. Drug 1: C1CCC(CC1)NC(=O)N(CCCl)N=O. (7) Drug 1: CS(=O)(=O)CCNCC1=CC=C(O1)C2=CC3=C(C=C2)N=CN=C3NC4=CC(=C(C=C4)OCC5=CC(=CC=C5)F)Cl. Drug 2: CC1CCCC2(C(O2)CC(NC(=O)CC(C(C(=O)C(C1O)C)(C)C)O)C(=CC3=CSC(=N3)C)C)C. Cell line: NCI-H226. Synergy scores: CSS=40.9, Synergy_ZIP=4.44, Synergy_Bliss=5.09, Synergy_Loewe=-12.5, Synergy_HSA=6.73.